Dataset: Catalyst prediction with 721,799 reactions and 888 catalyst types from USPTO. Task: Predict which catalyst facilitates the given reaction. (1) Reactant: Br[CH:2]([C:4]1[CH:5]=[CH:6][C:7]([C:10]([F:13])([F:12])[F:11])=[N:8][CH:9]=1)[CH3:3].[CH3:14][S-:15].[Na+]. Product: [CH3:14][S:15][CH:2]([C:4]1[CH:5]=[CH:6][C:7]([C:10]([F:13])([F:12])[F:11])=[N:8][CH:9]=1)[CH3:3]. The catalyst class is: 8. (2) Reactant: [I-].[CH3:2][P+](C1C=CC=CC=1)(C1C=CC=CC=1)C1C=CC=CC=1.CC(C)([O-])C.[K+].[CH:28]([S:31][C:32]1[CH:39]=[CH:38][C:37]([N+:40]([O-:42])=[O:41])=[CH:36][C:33]=1[CH:34]=O)([CH3:30])[CH3:29].C(=O)(O)[O-].[Na+]. Product: [CH:28]([S:31][C:32]1[CH:39]=[CH:38][C:37]([N+:40]([O-:42])=[O:41])=[CH:36][C:33]=1[CH:34]=[CH2:2])([CH3:30])[CH3:29]. The catalyst class is: 28. (3) Reactant: [C:1]1([NH:7][C:8](=[O:28])[O:9][C@@H:10]([CH2:25][O:26][CH3:27])[CH2:11][N:12]([CH2:19][CH2:20][CH2:21][CH2:22][NH:23][CH3:24])[C:13]([NH:15][CH:16]([CH3:18])[CH3:17])=[O:14])[CH:6]=[CH:5][CH:4]=[CH:3][CH:2]=1.[C:29]([C:31]1[CH:36]=[CH:35][CH:34]=[CH:33][C:32]=1[S:37](Cl)(=[O:39])=[O:38])#[N:30].C(N(CC)CC)C. Product: [C:1]1([NH:7][C:8](=[O:28])[O:9][C@@H:10]([CH2:25][O:26][CH3:27])[CH2:11][N:12]([CH2:19][CH2:20][CH2:21][CH2:22][N:23]([S:37]([C:32]2[CH:33]=[CH:34][CH:35]=[CH:36][C:31]=2[C:29]#[N:30])(=[O:39])=[O:38])[CH3:24])[C:13]([NH:15][CH:16]([CH3:18])[CH3:17])=[O:14])[CH:6]=[CH:5][CH:4]=[CH:3][CH:2]=1. The catalyst class is: 2. (4) Reactant: [Br:1][C:2]1[CH:7]=[CH:6][C:5]([C@@H:8]([C:20]2[CH:25]=[CH:24][CH:23]=[CH:22][C:21]=2[CH3:26])[CH2:9][C:10]([C:12]2[CH:17]=[CH:16][N:15]=[N:14][C:13]=2[O:18]C)=[O:11])=[CH:4][CH:3]=1.Cl.C(=O)([O-])O.[Na+].P([O-])([O-])([O-])=O.[K+].[K+].[K+]. Product: [Br:1][C:2]1[CH:7]=[CH:6][C:5]([C@@H:8]([C:20]2[CH:25]=[CH:24][CH:23]=[CH:22][C:21]=2[CH3:26])[CH2:9][C:10]([C:12]2[C:13](=[O:18])[NH:14][N:15]=[CH:16][CH:17]=2)=[O:11])=[CH:4][CH:3]=1. The catalyst class is: 155. (5) Reactant: [Li]CCCC.CCCCCC.Br[C:13]1[CH:14]=[C:15]2[C:19](=[CH:20][CH:21]=1)[NH:18][C:17](=[O:22])[C:16]2([O:25][CH3:26])[O:23][CH3:24].[Cl:27][C:28]1[CH:39]=[CH:38][C:31]([C:32](N(OC)C)=[O:33])=[CH:30][CH:29]=1. Product: [Cl:27][C:28]1[CH:39]=[CH:38][C:31]([C:32]([C:13]2[CH:14]=[C:15]3[C:19](=[CH:20][CH:21]=2)[NH:18][C:17](=[O:22])[C:16]3([O:25][CH3:26])[O:23][CH3:24])=[O:33])=[CH:30][CH:29]=1. The catalyst class is: 1. (6) The catalyst class is: 22. Product: [Cl:1][C:2]1[CH:3]=[CH:4][C:5]([N:11]([CH3:22])[S:12]([C:15]2[CH:16]=[CH:17][C:18]([CH3:21])=[CH:19][CH:20]=2)(=[O:13])=[O:14])=[C:6]([CH2:7][OH:8])[CH:10]=1. Reactant: [Cl:1][C:2]1[CH:10]=[C:6]([C:7](O)=[O:8])[C:5]([N:11]([CH3:22])[S:12]([C:15]2[CH:20]=[CH:19][C:18]([CH3:21])=[CH:17][CH:16]=2)(=[O:14])=[O:13])=[CH:4][CH:3]=1.S(Cl)(Cl)=O.